From a dataset of Forward reaction prediction with 1.9M reactions from USPTO patents (1976-2016). Predict the product of the given reaction. (1) Given the reactants [CH2:1]([C:3]1[CH:8]=[CH:7][CH:6]=[CH:5][C:4]=1[N+:9]([O-])=O)[CH3:2].[C:12]([Mg]Br)([CH3:14])=[CH2:13].[Na+].[Cl-], predict the reaction product. The product is: [CH3:14][C:12]1[NH:9][C:4]2[C:5]([CH:13]=1)=[CH:6][CH:7]=[CH:8][C:3]=2[CH2:1][CH3:2]. (2) The product is: [Cl:10][C:6]1[C:3]([C:4]#[N:5])=[C:2]([N:1]2[CH:13]=[CH:17][CH:16]=[CH:15]2)[CH:9]=[CH:8][CH:7]=1. Given the reactants [NH2:1][C:2]1[CH:9]=[CH:8][CH:7]=[C:6]([Cl:10])[C:3]=1[C:4]#[N:5].CO[CH:13]1[CH2:17][CH2:16][CH:15](OC)O1.Cl.ClC1C=CN=CC=1.ClCCl, predict the reaction product. (3) Given the reactants [CH3:1][C:2]1[CH:3]=[C:4]([C:7]2[C:11]([CH3:12])=[N:10][N:9]([C:13]3[CH:18]=[CH:17][CH:16]=[CH:15][CH:14]=3)[C:8]=2O)[NH:5][N:6]=1.[C:20]([O:24][C:25]([CH3:28])([CH3:27])[CH3:26])(=[O:23])NN.C([OH:31])C, predict the reaction product. The product is: [C:25]([O:24][C:20]([N:6]1[C:2]([OH:31])([CH3:1])[CH:3]=[C:4]([C:7]2[C:11]([CH3:12])=[N:10][N:9]([C:13]3[CH:18]=[CH:17][CH:16]=[CH:15][CH:14]=3)[CH:8]=2)[NH:5]1)=[O:23])([CH3:28])([CH3:27])[CH3:26].